From a dataset of Full USPTO retrosynthesis dataset with 1.9M reactions from patents (1976-2016). Predict the reactants needed to synthesize the given product. Given the product [CH2:2]([O:4][C:5](=[O:17])[C@H:6]([CH2:8][S:9][CH2:10][C:11]1[CH:16]=[CH:15][CH:14]=[CH:13][CH:12]=1)[NH:7][C:28](=[O:29])[C:26]([NH:25][C:18]([O:20][C:21]([CH3:24])([CH3:23])[CH3:22])=[O:19])([CH3:31])[CH3:27])[CH3:3], predict the reactants needed to synthesize it. The reactants are: Cl.[CH2:2]([O:4][C:5](=[O:17])[C@H:6]([CH2:8][S:9][CH2:10][C:11]1[CH:16]=[CH:15][CH:14]=[CH:13][CH:12]=1)[NH2:7])[CH3:3].[C:18]([NH:25][C:26]([CH3:31])([C:28](O)=[O:29])[CH3:27])([O:20][C:21]([CH3:24])([CH3:23])[CH3:22])=[O:19].C(N(CC)CC)C.ON1C2C=CC=CC=2N=N1.CCN=C=NCCCN(C)C.